The task is: Predict the reactants needed to synthesize the given product.. This data is from Full USPTO retrosynthesis dataset with 1.9M reactions from patents (1976-2016). (1) Given the product [CH2:1]([C@@H:8]([C:9]([N:39]([C:36]1[S:37][CH:38]=[C:34]([C:29]2[CH:30]=[CH:31][CH:32]=[CH:33][C:28]=2[C:25]2[CH:24]=[CH:23][C:22]([N:21]([CH3:20])[CH3:41])=[CH:27][CH:26]=2)[N:35]=1)[CH3:40])=[O:11])[CH2:12][C:13]([OH:15])=[O:14])[C:2]1[CH:3]=[CH:4][CH:5]=[CH:6][CH:7]=1, predict the reactants needed to synthesize it. The reactants are: [CH2:1]([C@H:8]([CH2:12][C:13]([O:15]C(C)(C)C)=[O:14])[C:9]([OH:11])=O)[C:2]1[CH:7]=[CH:6][CH:5]=[CH:4][CH:3]=1.[CH3:20][N:21]([CH3:41])[C:22]1[CH:27]=[CH:26][C:25]([C:28]2[CH:33]=[CH:32][CH:31]=[CH:30][C:29]=2[C:34]2[N:35]=[C:36]([NH:39][CH3:40])[S:37][CH:38]=2)=[CH:24][CH:23]=1.CN(C)C1C=CC(B2OC(C)(C)C(C)(C)O2)=CC=1. (2) Given the product [N:44]([CH2:28][CH2:27][C:26]#[C:25][C:21]1[CH:20]=[C:19]([CH:24]=[CH:23][CH:22]=1)[O:18][Si:1]([C:14]([CH3:17])([CH3:16])[CH3:15])([C:8]1[CH:13]=[CH:12][CH:11]=[CH:10][CH:9]=1)[C:2]1[CH:7]=[CH:6][CH:5]=[CH:4][CH:3]=1)=[N+:45]=[N-:46], predict the reactants needed to synthesize it. The reactants are: [Si:1]([O:18][C:19]1[CH:20]=[C:21]([C:25]#[C:26][CH2:27][CH2:28]O)[CH:22]=[CH:23][CH:24]=1)([C:14]([CH3:17])([CH3:16])[CH3:15])([C:8]1[CH:13]=[CH:12][CH:11]=[CH:10][CH:9]=1)[C:2]1[CH:7]=[CH:6][CH:5]=[CH:4][CH:3]=1.C1(P([N:44]=[N+:45]=[N-:46])(C2C=CC=CC=2)=O)C=CC=CC=1.C1CCN2C(=NCCC2)CC1.Cl.[N-]=[N+]=[N-].[Na+].C(=O)(O)[O-].[Na+]. (3) Given the product [CH3:1][C:2]1([C:12]#[N:13])[CH2:11][CH2:10][C:5](=[O:6])[CH2:4][CH2:3]1, predict the reactants needed to synthesize it. The reactants are: [CH3:1][C:2]1([C:12]#[N:13])[CH2:11][CH2:10][C:5]2(OCC[O:6]2)[CH2:4][CH2:3]1.O1C2(CCC(C#N)CC2)OCC1.CI.Cl.C(=O)(O)[O-].[Na+]. (4) Given the product [CH2:1]([N:3]1[C:11]2[C:6](=[CH:7][C:8]([S:12]([NH2:15])(=[O:13])=[O:14])=[CH:9][CH:10]=2)[C:5]([I:16])=[CH:4]1)[CH3:2], predict the reactants needed to synthesize it. The reactants are: [CH2:1]([N:3]1[C:11]2[C:6](=[CH:7][C:8]([S:12]([NH2:15])(=[O:14])=[O:13])=[CH:9][CH:10]=2)[CH:5]=[CH:4]1)[CH3:2].[I:16]I.[OH-].[K+]. (5) Given the product [Cl:19][C:11]1[S:12][CH:13]=[C:9]([C:6]2[CH:7]=[CH:8][C:3]([C:2]([F:16])([F:15])[F:1])=[CH:4][CH:5]=2)[N:10]=1, predict the reactants needed to synthesize it. The reactants are: [F:1][C:2]([F:16])([F:15])[C:3]1[CH:8]=[CH:7][C:6]([C:9]2[NH:10][C:11](=O)[S:12][CH:13]=2)=[CH:5][CH:4]=1.P(Cl)(Cl)([Cl:19])=O. (6) Given the product [CH2:18]([O:17][P:16]([CH2:14][CH2:15][N:6]1[CH2:5][CH2:4][CH2:3][NH:2][C:1]2[C:9](=[O:10])[C:8](=[O:11])[C:7]1=2)(=[O:23])[O:20][CH2:21][CH3:22])[CH3:19], predict the reactants needed to synthesize it. The reactants are: [C:1]12[C:9](=[O:10])[C:8](=[O:11])[C:7]=1[NH:6][CH2:5][CH2:4][CH2:3][NH:2]2.[H-].[Na+].[CH:14]([P:16](=[O:23])([O:20][CH2:21][CH3:22])[O:17][CH2:18][CH3:19])=[CH2:15]. (7) Given the product [CH2:24]([O:8][C:6]1[CH:5]=[CH:4][C:3]([C:9]([C:11]2[CH:16]=[CH:15][C:14]([O:17][CH2:9][C:3]3[CH:4]=[CH:5][CH:6]=[CH:7][CH:2]=3)=[CH:13][CH:12]=2)=[O:10])=[C:2]([OH:1])[CH:7]=1)[C:25]1[CH:30]=[CH:29][CH:28]=[CH:27][CH:26]=1, predict the reactants needed to synthesize it. The reactants are: [OH:1][C:2]1[CH:7]=[C:6]([OH:8])[CH:5]=[CH:4][C:3]=1[C:9]([C:11]1[CH:16]=[CH:15][C:14]([OH:17])=[CH:13][CH:12]=1)=[O:10].C(=O)([O-])[O-].[K+].[K+].[CH2:24](Br)[C:25]1[CH:30]=[CH:29][CH:28]=[CH:27][CH:26]=1.